This data is from Acute oral toxicity (LD50) regression data from Zhu et al.. The task is: Regression/Classification. Given a drug SMILES string, predict its toxicity properties. Task type varies by dataset: regression for continuous values (e.g., LD50, hERG inhibition percentage) or binary classification for toxic/non-toxic outcomes (e.g., AMES mutagenicity, cardiotoxicity, hepatotoxicity). Dataset: ld50_zhu. (1) The compound is OCC(O)CN1CCN(c2ccccc2)CC1. The rat oral LD50 is 2.50, given as -log10 of the dose in mol/kg body weight (higher means more acutely toxic). (2) The compound is CCOP(=S)(OCC)SCS(=O)(=O)CC. The rat oral LD50 is 5.24, given as -log10 of the dose in mol/kg body weight (higher means more acutely toxic). (3) The drug is CCC(C)C(=O)OC1C(OC(C)=O)c2c(ccc3ccc(=O)oc23)OC1(C)C. The rat oral LD50 is 2.50, given as -log10 of the dose in mol/kg body weight (higher means more acutely toxic).